Dataset: Catalyst prediction with 721,799 reactions and 888 catalyst types from USPTO. Task: Predict which catalyst facilitates the given reaction. (1) Reactant: C(Cl)(=O)C(Cl)=O.CS(C)=O.[Br:11][C:12]1[CH:13]=[CH:14][C:15]([C:18]([NH:20][C:21]2[CH:26]=[CH:25][C:24]([F:27])=[C:23]([CH2:28][OH:29])[CH:22]=2)=[O:19])=[N:16][CH:17]=1.CCN(C(C)C)C(C)C. Product: [Br:11][C:12]1[CH:13]=[CH:14][C:15]([C:18]([NH:20][C:21]2[CH:26]=[CH:25][C:24]([F:27])=[C:23]([CH:28]=[O:29])[CH:22]=2)=[O:19])=[N:16][CH:17]=1. The catalyst class is: 2. (2) Reactant: [CH3:1][O:2][C:3](=[O:41])[NH:4][C:5]1[S:6][C:7]2[C:13]([C:14]3[N:15]=[C:16]([NH:19]C(C4C=CC=CC=4)(C4C=CC=CC=4)C4C=CC=CC=4)[S:17][CH:18]=3)=[CH:12][CH:11]=[C:10]([O:39][CH3:40])[C:8]=2[N:9]=1.C([O-])(O)=O.[Na+]. Product: [CH3:1][O:2][C:3](=[O:41])[NH:4][C:5]1[S:6][C:7]2[C:13]([C:14]3[N:15]=[C:16]([NH2:19])[S:17][CH:18]=3)=[CH:12][CH:11]=[C:10]([O:39][CH3:40])[C:8]=2[N:9]=1. The catalyst class is: 209. (3) Product: [Cl:6][C:7]1[CH:8]=[CH:9][C:10]2[C:11]3[N:12]([CH:18]=[C:19]([I:21])[N:20]=3)[CH2:13][CH2:14][O:15][C:16]=2[N:17]=1. Reactant: C([Mg]Cl)(C)C.[Cl:6][C:7]1[CH:8]=[CH:9][C:10]2[C:11]3[N:12]([C:18](I)=[C:19]([I:21])[N:20]=3)[CH2:13][CH2:14][O:15][C:16]=2[N:17]=1. The catalyst class is: 7. (4) Reactant: [NH:1]1[CH2:7][CH2:6][CH2:5][C:4](=[O:8])[CH2:3][CH2:2]1.[C:9]([O:13][C:14](O[C:14]([O:13][C:9]([CH3:12])([CH3:11])[CH3:10])=[O:15])=[O:15])([CH3:12])([CH3:11])[CH3:10].C(=O)([O-])[O-].[Na+].[Na+]. Product: [C:9]([O:13][C:14]([N:1]1[CH2:7][CH2:6][CH2:5][C:4](=[O:8])[CH2:3][CH2:2]1)=[O:15])([CH3:12])([CH3:11])[CH3:10]. The catalyst class is: 38.